From a dataset of Reaction yield outcomes from USPTO patents with 853,638 reactions. Predict the reaction yield, written as a fraction of the theoretical maximum amount of product (1.0 means a 100% yield; for example, 0.34 means a 34% yield). (1) The reactants are [OH:1][C:2]1[CH:3]=[C:4]([CH:10]=[CH:11][CH:12]=1)[C:5]([O:7][CH2:8][CH3:9])=[O:6].C(=O)([O-])[O-].[K+].[K+].Br[C:20]1[CH:25]=[CH:24][C:23]([O:26][CH2:27][CH3:28])=[CH:22][CH:21]=1. The catalyst is CC(C)=O. The product is [CH2:27]([O:26][C:23]1[CH:24]=[CH:25][C:20]([O:1][C:2]2[CH:3]=[C:4]([CH:10]=[CH:11][CH:12]=2)[C:5]([O:7][CH2:8][CH3:9])=[O:6])=[CH:21][CH:22]=1)[CH3:28]. The yield is 0.517. (2) The reactants are [CH2:1]([O:17][C:18]([NH:20][C:21]1[CH:29]=[CH:28][C:27]([CH3:30])=[CH:26][C:22]=1[C:23]([OH:25])=[O:24])=O)[CH2:2][CH2:3][CH2:4][CH2:5][CH2:6][CH2:7][CH2:8][CH2:9][CH2:10][CH2:11][CH2:12][CH2:13][CH2:14][CH2:15][CH3:16].ClC(OCC)=O. The catalyst is N1C=CC=CC=1. The product is [CH2:1]([O:17][C:18]1[O:24][C:23](=[O:25])[C:22]2[CH:26]=[C:27]([CH3:30])[CH:28]=[CH:29][C:21]=2[N:20]=1)[CH2:2][CH2:3][CH2:4][CH2:5][CH2:6][CH2:7][CH2:8][CH2:9][CH2:10][CH2:11][CH2:12][CH2:13][CH2:14][CH2:15][CH3:16]. The yield is 0.820. (3) The reactants are [Br:1][C:2]1[CH:7]=[CH:6][C:5]([S:8]([N:11]([CH3:13])[CH3:12])(=[O:10])=[O:9])=[CH:4][CH:3]=1.C([Li])CCC.[CH3:19][O:20][C:21]1[CH:61]=[CH:60][C:24]([CH2:25][N:26]([CH2:51][C:52]2[CH:57]=[CH:56][C:55]([O:58][CH3:59])=[CH:54][CH:53]=2)[C:27]2[N:32]=[C:31]([CH3:33])[N:30]=[C:29]([C:34]3[C:35]([NH:42][C:43]4[CH:44]=[N:45][C:46]([O:49][CH3:50])=[CH:47][CH:48]=4)=[N:36][CH:37]=[C:38]([CH:41]=3)[CH:39]=[O:40])[N:28]=2)=[CH:23][CH:22]=1. The catalyst is C1COCC1. The product is [CH3:59][O:58][C:55]1[CH:54]=[CH:53][C:52]([CH2:51][N:26]([CH2:25][C:24]2[CH:23]=[CH:22][C:21]([O:20][CH3:19])=[CH:61][CH:60]=2)[C:27]2[N:32]=[C:31]([CH3:33])[N:30]=[C:29]([C:34]3[CH:41]=[C:38]([CH:39]([OH:40])[C:6]4[CH:7]=[C:2]([Br:1])[CH:3]=[CH:4][C:5]=4[S:8]([N:11]([CH3:13])[CH3:12])(=[O:10])=[O:9])[CH:37]=[N:36][C:35]=3[NH:42][C:43]3[CH:44]=[N:45][C:46]([O:49][CH3:50])=[CH:47][CH:48]=3)[N:28]=2)=[CH:57][CH:56]=1. The yield is 0.186. (4) The reactants are Br[C:2]1[CH:9]=[CH:8][CH:7]=[C:6]([F:10])[C:3]=1[C:4]#[N:5].[F:11][C:12]1[CH:17]=[CH:16][CH:15]=[C:14]([F:18])[C:13]=1B(O)O.P([O-])([O-])([O-])=O.[K+].[K+].[K+]. The catalyst is O1CCCC1. The product is [F:11][C:12]1[CH:17]=[CH:16][CH:15]=[C:14]([F:18])[C:13]=1[C:2]1[C:3]([C:4]#[N:5])=[C:6]([F:10])[CH:7]=[CH:8][CH:9]=1. The yield is 0.320. (5) The reactants are [Cl:1][C:2]1[CH:20]=[CH:19][C:18]([N+:21]([O-])=O)=[CH:17][C:3]=1[C:4]([NH:6][C:7]1[CH:12]=[C:11]([Cl:13])[CH:10]=[CH:9][C:8]=1[N+:14]([O-])=O)=O. The catalyst is C(O)(=O)C.[Zn]. The product is [Cl:1][C:2]1[CH:20]=[CH:19][C:18]([NH2:21])=[CH:17][C:3]=1[C:4]1[NH:14][C:8]2[CH:9]=[CH:10][C:11]([Cl:13])=[CH:12][C:7]=2[N:6]=1. The yield is 0.160. (6) The reactants are [CH3:1][O:2][C:3]([C:5]1[C@@H:6]2[N:21]([C:22]([O:24][C:25]([CH3:28])([CH3:27])[CH3:26])=[O:23])[C@H:10]([CH2:11][C:12]=1OS(C(F)(F)F)(=O)=O)[CH2:9][N:8]([C:29]([O:31][C:32]([CH3:35])([CH3:34])[CH3:33])=[O:30])[CH2:7]2)=[O:4].[Cl:36][C:37]1[C:42]([F:43])=[CH:41][CH:40]=[C:39]([F:44])[C:38]=1[C:45]1[CH:49]=[C:48]([CH2:50][O:51][C:52]2[CH:57]=[CH:56][C:55](B3OC(C)(C)C(C)(C)O3)=[CH:54][N:53]=2)[O:47][N:46]=1.N#N. The catalyst is COCCOC.C([O-])([O-])=O.[Na+].[Na+].CCOC(C)=O.C1C=CC([P]([Pd]([P](C2C=CC=CC=2)(C2C=CC=CC=2)C2C=CC=CC=2)([P](C2C=CC=CC=2)(C2C=CC=CC=2)C2C=CC=CC=2)[P](C2C=CC=CC=2)(C2C=CC=CC=2)C2C=CC=CC=2)(C2C=CC=CC=2)C2C=CC=CC=2)=CC=1. The product is [CH3:1][O:2][C:3]([C:5]1[C@@H:6]2[N:21]([C:22]([O:24][C:25]([CH3:28])([CH3:26])[CH3:27])=[O:23])[C@H:10]([CH2:11][C:12]=1[C:55]1[CH:54]=[N:53][C:52]([O:51][CH2:50][C:48]3[O:47][N:46]=[C:45]([C:38]4[C:39]([F:44])=[CH:40][CH:41]=[C:42]([F:43])[C:37]=4[Cl:36])[CH:49]=3)=[CH:57][CH:56]=1)[CH2:9][N:8]([C:29]([O:31][C:32]([CH3:35])([CH3:34])[CH3:33])=[O:30])[CH2:7]2)=[O:4]. The yield is 0.730. (7) The reactants are [NH2:1][C:2]1[CH:10]=[C:6]([C:7]([OH:9])=[O:8])[C:5]([OH:11])=[CH:4][CH:3]=1.[Cl:12][C:13]1[CH:20]=[CH:19][C:16]([CH2:17]Cl)=[CH:15][CH:14]=1. No catalyst specified. The product is [Cl:12][C:13]1[CH:20]=[CH:19][C:16]([CH2:17][NH:1][C:2]2[CH:10]=[C:6]([C:7]([OH:9])=[O:8])[C:5]([OH:11])=[CH:4][CH:3]=2)=[CH:15][CH:14]=1. The yield is 0.530. (8) The reactants are [CH3:1][C:2]1[CH:3]=[C:4]([CH:6]=[C:7]([CH3:9])[CH:8]=1)[NH2:5].[Cl:10][CH2:11][C:12](Cl)=[O:13]. The catalyst is [OH-].[Na+].ClCCl. The product is [Cl:10][CH2:11][C:12]([NH:5][C:4]1[CH:6]=[C:7]([CH3:9])[CH:8]=[C:2]([CH3:1])[CH:3]=1)=[O:13]. The yield is 0.940.